Dataset: NCI-60 drug combinations with 297,098 pairs across 59 cell lines. Task: Regression. Given two drug SMILES strings and cell line genomic features, predict the synergy score measuring deviation from expected non-interaction effect. (1) Drug 1: CS(=O)(=O)CCNCC1=CC=C(O1)C2=CC3=C(C=C2)N=CN=C3NC4=CC(=C(C=C4)OCC5=CC(=CC=C5)F)Cl. Cell line: SK-OV-3. Drug 2: C1CCC(C(C1)N)N.C(=O)(C(=O)[O-])[O-].[Pt+4]. Synergy scores: CSS=26.0, Synergy_ZIP=-3.39, Synergy_Bliss=-3.84, Synergy_Loewe=-9.53, Synergy_HSA=0.138. (2) Drug 1: CCC(=C(C1=CC=CC=C1)C2=CC=C(C=C2)OCCN(C)C)C3=CC=CC=C3.C(C(=O)O)C(CC(=O)O)(C(=O)O)O. Drug 2: CC1CCC2CC(C(=CC=CC=CC(CC(C(=O)C(C(C(=CC(C(=O)CC(OC(=O)C3CCCCN3C(=O)C(=O)C1(O2)O)C(C)CC4CCC(C(C4)OC)O)C)C)O)OC)C)C)C)OC. Cell line: SK-MEL-5. Synergy scores: CSS=12.7, Synergy_ZIP=-1.10, Synergy_Bliss=0.315, Synergy_Loewe=-1.72, Synergy_HSA=0.807. (3) Drug 1: C1C(C(OC1N2C=C(C(=O)NC2=O)F)CO)O. Drug 2: CNC(=O)C1=NC=CC(=C1)OC2=CC=C(C=C2)NC(=O)NC3=CC(=C(C=C3)Cl)C(F)(F)F. Cell line: SF-295. Synergy scores: CSS=33.4, Synergy_ZIP=-6.27, Synergy_Bliss=-0.520, Synergy_Loewe=-49.1, Synergy_HSA=0.0232. (4) Drug 1: C1=NC(=NC(=O)N1C2C(C(C(O2)CO)O)O)N. Drug 2: CC1=C(C(=CC=C1)Cl)NC(=O)C2=CN=C(S2)NC3=CC(=NC(=N3)C)N4CCN(CC4)CCO. Cell line: CCRF-CEM. Synergy scores: CSS=3.14, Synergy_ZIP=-8.49, Synergy_Bliss=-10.1, Synergy_Loewe=-13.4, Synergy_HSA=-13.0. (5) Drug 1: CC1=C2C(C(=O)C3(C(CC4C(C3C(C(C2(C)C)(CC1OC(=O)C(C(C5=CC=CC=C5)NC(=O)OC(C)(C)C)O)O)OC(=O)C6=CC=CC=C6)(CO4)OC(=O)C)O)C)O. Drug 2: C1CN(CCN1C(=O)CCBr)C(=O)CCBr. Cell line: UACC62. Synergy scores: CSS=38.9, Synergy_ZIP=-7.10, Synergy_Bliss=-2.31, Synergy_Loewe=-21.6, Synergy_HSA=2.80. (6) Drug 1: CCC1(CC2CC(C3=C(CCN(C2)C1)C4=CC=CC=C4N3)(C5=C(C=C6C(=C5)C78CCN9C7C(C=CC9)(C(C(C8N6C=O)(C(=O)OC)O)OC(=O)C)CC)OC)C(=O)OC)O.OS(=O)(=O)O. Drug 2: CN1C2=C(C=C(C=C2)N(CCCl)CCCl)N=C1CCCC(=O)O.Cl. Cell line: HOP-62. Synergy scores: CSS=-3.55, Synergy_ZIP=7.32, Synergy_Bliss=8.71, Synergy_Loewe=-0.712, Synergy_HSA=-2.10. (7) Drug 1: CN(CC1=CN=C2C(=N1)C(=NC(=N2)N)N)C3=CC=C(C=C3)C(=O)NC(CCC(=O)O)C(=O)O. Drug 2: COC1=C2C(=CC3=C1OC=C3)C=CC(=O)O2. Cell line: SN12C. Synergy scores: CSS=0.493, Synergy_ZIP=-6.11, Synergy_Bliss=-5.85, Synergy_Loewe=-28.5, Synergy_HSA=-8.88. (8) Drug 1: CC1OCC2C(O1)C(C(C(O2)OC3C4COC(=O)C4C(C5=CC6=C(C=C35)OCO6)C7=CC(=C(C(=C7)OC)O)OC)O)O. Drug 2: C1=C(C(=O)NC(=O)N1)N(CCCl)CCCl. Cell line: CAKI-1. Synergy scores: CSS=70.4, Synergy_ZIP=-0.345, Synergy_Bliss=-0.316, Synergy_Loewe=2.40, Synergy_HSA=6.25. (9) Drug 1: CC(CN1CC(=O)NC(=O)C1)N2CC(=O)NC(=O)C2. Drug 2: CC1C(C(CC(O1)OC2CC(CC3=C2C(=C4C(=C3O)C(=O)C5=C(C4=O)C(=CC=C5)OC)O)(C(=O)CO)O)N)O.Cl. Cell line: RXF 393. Synergy scores: CSS=43.7, Synergy_ZIP=-2.13, Synergy_Bliss=-1.38, Synergy_Loewe=-4.42, Synergy_HSA=0.958. (10) Drug 1: CC1=CC=C(C=C1)C2=CC(=NN2C3=CC=C(C=C3)S(=O)(=O)N)C(F)(F)F. Drug 2: CN1C(=O)N2C=NC(=C2N=N1)C(=O)N. Cell line: DU-145. Synergy scores: CSS=2.65, Synergy_ZIP=-1.01, Synergy_Bliss=1.12, Synergy_Loewe=-4.77, Synergy_HSA=-2.60.